This data is from Full USPTO retrosynthesis dataset with 1.9M reactions from patents (1976-2016). The task is: Predict the reactants needed to synthesize the given product. (1) Given the product [Cl:34][C:31]1[CH:30]=[N:29][C:28]([N:22]2[CH2:23][CH2:24][CH:19]([CH2:18][CH2:17][CH2:16][O:15][C:12]3[CH:13]=[CH:14][C:9]([C:8]([NH:7][CH:4]([CH2:5][OH:6])[CH2:3][OH:2])=[O:26])=[C:10]([CH3:25])[N:11]=3)[CH2:20][CH2:21]2)=[N:33][CH:32]=1, predict the reactants needed to synthesize it. The reactants are: Cl.[OH:2][CH2:3][CH:4]([NH:7][C:8](=[O:26])[C:9]1[CH:14]=[CH:13][C:12]([O:15][CH2:16][CH2:17][CH2:18][CH:19]2[CH2:24][CH2:23][NH:22][CH2:21][CH2:20]2)=[N:11][C:10]=1[CH3:25])[CH2:5][OH:6].Cl[C:28]1[N:33]=[CH:32][C:31]([Cl:34])=[CH:30][N:29]=1.C1CCN2C(=NCCC2)CC1. (2) Given the product [CH2:7]([CH2:6][C@@H:5]([SH:4])[CH2:1][CH2:2][SH:3])[CH2:8][CH2:9][C:10]([OH:12])=[O:11], predict the reactants needed to synthesize it. The reactants are: [CH2:1]1[C@@H:5]([CH2:6][CH2:7][CH2:8][CH2:9][C:10]([OH:12])=[O:11])[S:4][S:3][CH2:2]1. (3) Given the product [C:1]([C:3]1[CH:8]=[CH:7][C:6]([N:9]([CH2:14][CH2:15][CH3:16])[CH2:10][C:11]([NH:24][CH2:21][CH2:22][CH3:23])=[O:13])=[CH:5][C:4]=1[C:17]([F:20])([F:19])[F:18])#[N:2], predict the reactants needed to synthesize it. The reactants are: [C:1]([C:3]1[CH:8]=[CH:7][C:6]([N:9]([CH2:14][CH2:15][CH3:16])[CH2:10][C:11]([OH:13])=O)=[CH:5][C:4]=1[C:17]([F:20])([F:19])[F:18])#[N:2].[CH2:21]([NH2:24])[CH2:22][CH3:23]. (4) Given the product [C:27]([O:30][C:31](=[O:32])[NH:22][C:19]1[CH:20]=[CH:21][C:16]([S:15][C:12]2[CH:13]=[CH:14][C:9]([O:8][CH2:1][C:2]3[CH:7]=[CH:6][CH:5]=[CH:4][CH:3]=3)=[CH:10][C:11]=2[N+:23]([O-:25])=[O:24])=[CH:17][CH:18]=1)([CH3:29])([CH3:28])[CH3:26], predict the reactants needed to synthesize it. The reactants are: [CH2:1]([O:8][C:9]1[CH:14]=[CH:13][C:12]([S:15][C:16]2[CH:21]=[CH:20][C:19]([NH2:22])=[CH:18][CH:17]=2)=[C:11]([N+:23]([O-:25])=[O:24])[CH:10]=1)[C:2]1[CH:7]=[CH:6][CH:5]=[CH:4][CH:3]=1.[CH3:26][C:27]([O:30][C:31](O[C:31]([O:30][C:27]([CH3:29])([CH3:28])[CH3:26])=[O:32])=[O:32])([CH3:29])[CH3:28]. (5) Given the product [CH3:35][Si:34]([CH3:37])([CH3:36])[CH2:38][CH2:39][O:40][CH2:41][N:1]1[C:10]2[C:9]3[CH:11]=[CH:12][CH:13]=[CH:14][C:8]=3[O:7][C:6]3[CH:15]=[CH:16][CH:17]=[CH:18][C:5]=3[C:4]=2[CH:3]=[C:2]1[CH:19]=[O:20], predict the reactants needed to synthesize it. The reactants are: [NH:1]1[C:10]2[C:9]3[CH:11]=[CH:12][CH:13]=[CH:14][C:8]=3[O:7][C:6]3[CH:15]=[CH:16][CH:17]=[CH:18][C:5]=3[C:4]=2[CH:3]=[C:2]1[CH:19]=[O:20].[H-].[Na+].[H][H].C[Si](C(Cl)OCC)(C)C.[Si:34]([CH2:38][CH2:39][O:40][CH2:41]Cl)([CH3:37])([CH3:36])[CH3:35]. (6) The reactants are: [CH3:1][C:2]([CH3:18])([CH3:17])[CH2:3][C@@H:4]1[NH:9][CH2:8][C@H:7]([C:10]2[CH:15]=[CH:14][CH:13]=[CH:12][CH:11]=2)[NH:6][C:5]1=[O:16].[C:19]1([C@@H:25]2[CH2:27][C@H:26]2[C:28](O)=[O:29])[CH:24]=[CH:23][CH:22]=[CH:21][CH:20]=1.C([C@@H]1N(C([C@@H]2C[C@H]2C2C=CC=CC=2)=O)C[C@H](CC(C)C)NC1=O)C(C)C. Given the product [CH2:3]([C@@H:4]1[N:9]([C:28]([C@@H:26]2[CH2:27][C@H:25]2[C:19]2[CH:24]=[CH:23][CH:22]=[CH:21][CH:20]=2)=[O:29])[CH2:8][C@H:7]([C:10]2[CH:15]=[CH:14][CH:13]=[CH:12][CH:11]=2)[NH:6][C:5]1=[O:16])[C:2]([CH3:18])([CH3:17])[CH3:1], predict the reactants needed to synthesize it. (7) Given the product [CH2:1]([O:8][C:9]1[CH:10]=[C:11]([C:15]([CH3:19])([CH3:18])/[CH:16]=[CH:22]/[C:21]#[N:20])[CH:12]=[CH:13][CH:14]=1)[C:2]1[CH:7]=[CH:6][CH:5]=[CH:4][CH:3]=1, predict the reactants needed to synthesize it. The reactants are: [CH2:1]([O:8][C:9]1[CH:10]=[C:11]([C:15]([CH3:19])([CH3:18])[CH:16]=O)[CH:12]=[CH:13][CH:14]=1)[C:2]1[CH:7]=[CH:6][CH:5]=[CH:4][CH:3]=1.[N:20]1C=CC=[CH:22][CH:21]=1.C([O-])(=O)C.[NH4+].C(CC(O)=O)#N.